This data is from Reaction yield outcomes from USPTO patents with 853,638 reactions. The task is: Predict the reaction yield, written as a fraction of the theoretical maximum amount of product (1.0 means a 100% yield; for example, 0.34 means a 34% yield). (1) The reactants are CS[C:3]1[N:8]=[C:7]([C:9]2[C:17]3[C:12](=[N:13][CH:14]=[C:15]([C:18]([F:21])([F:20])[F:19])[CH:16]=3)[N:11]([S:22]([C:25]3[CH:31]=[CH:30][C:28]([CH3:29])=[CH:27][CH:26]=3)(=[O:24])=[O:23])[CH:10]=2)[C:6]([C:32]#[N:33])=[CH:5][N:4]=1.ClC1C=CC=C(C(OO)=O)C=1.[F:45][C:46]1[C:51]([OH:52])=[C:50]([F:53])[C:49]([F:54])=[C:48]([F:55])[C:47]=1[F:56]. The catalyst is ClCCl. The product is [F:45][C:46]1[C:47]([F:56])=[C:48]([F:55])[C:49]([F:54])=[C:50]([F:53])[C:51]=1[O:52][C:3]1[N:8]=[C:7]([C:9]2[C:17]3[C:12](=[N:13][CH:14]=[C:15]([C:18]([F:19])([F:20])[F:21])[CH:16]=3)[N:11]([S:22]([C:25]3[CH:26]=[CH:27][C:28]([CH3:29])=[CH:30][CH:31]=3)(=[O:24])=[O:23])[CH:10]=2)[C:6]([C:32]#[N:33])=[CH:5][N:4]=1. The yield is 0.310. (2) The reactants are N(C(OCC)=O)=NC(OCC)=O.C1(P(C2C=CC=CC=2)C2C=CC=CC=2)C=CC=CC=1.[Cl:32][C:33]1[CH:52]=[CH:51][C:36]([NH:37][C:38]2[C:47]3[C:42](=[CH:43][C:44]([OH:50])=[C:45]([O:48][CH3:49])[CH:46]=3)[N:41]=[CH:40][N:39]=2)=[C:35]([F:53])[CH:34]=1.[C:54]([O:58][C:59]([NH:61][CH2:62][CH2:63]O)=[O:60])([CH3:57])([CH3:56])[CH3:55]. The catalyst is C(Cl)Cl. The product is [C:54]([O:58][C:59]([NH:61][CH2:62][CH2:63][O:50][C:44]1[CH:43]=[C:42]2[C:47]([C:38]([NH:37][C:36]3[CH:51]=[CH:52][C:33]([Cl:32])=[CH:34][C:35]=3[F:53])=[N:39][CH:40]=[N:41]2)=[CH:46][C:45]=1[O:48][CH3:49])=[O:60])([CH3:57])([CH3:56])[CH3:55]. The yield is 0.250.